From a dataset of Peptide-MHC class I binding affinity with 185,985 pairs from IEDB/IMGT. Regression. Given a peptide amino acid sequence and an MHC pseudo amino acid sequence, predict their binding affinity value. This is MHC class I binding data. (1) The peptide sequence is WSQNPTMLY. The MHC is HLA-A80:01 with pseudo-sequence HLA-A80:01. The binding affinity (normalized) is 0.677. (2) The peptide sequence is ILYVSCNPA. The MHC is HLA-A31:01 with pseudo-sequence HLA-A31:01. The binding affinity (normalized) is 0.0847. (3) The peptide sequence is KYRLKHIVW. The MHC is HLA-A02:06 with pseudo-sequence HLA-A02:06. The binding affinity (normalized) is 0. (4) The peptide sequence is APFARLLNL. The MHC is HLA-B39:01 with pseudo-sequence HLA-B39:01. The binding affinity (normalized) is 0.0847. (5) The peptide sequence is VWQRSWEYW. The MHC is Mamu-B3901 with pseudo-sequence Mamu-B3901. The binding affinity (normalized) is 0.129.